From a dataset of Reaction yield outcomes from USPTO patents with 853,638 reactions. Predict the reaction yield, written as a fraction of the theoretical maximum amount of product (1.0 means a 100% yield; for example, 0.34 means a 34% yield). (1) The reactants are [C:1]1([CH2:7][CH:8]([OH:12])[C:9]([OH:11])=[O:10])[CH:6]=[CH:5][CH:4]=[CH:3][CH:2]=1.[C:13](Cl)(=[O:20])[C:14]1[CH:19]=[CH:18][CH:17]=[CH:16][CH:15]=1.C(N(CC)CC)C. The catalyst is CN(C)C1C=CN=CC=1.C(Cl)Cl. The product is [C:13]([O:12][CH:8]([CH2:7][C:1]1[CH:6]=[CH:5][CH:4]=[CH:3][CH:2]=1)[C:9]([OH:11])=[O:10])(=[O:20])[C:14]1[CH:19]=[CH:18][CH:17]=[CH:16][CH:15]=1. The yield is 0.240. (2) The reactants are O=P12OP3(OP(OP(O3)(O1)=O)(=O)O2)=O.[Br:15][C:16]1[CH:17]=[C:18]2[C:22](=[CH:23][CH:24]=1)[NH:21][C:20]([C:25]([NH:27][CH2:28][CH2:29][C:30]([OH:32])=O)=[O:26])=[CH:19]2. The catalyst is CS(O)(=O)=O. The product is [Br:15][C:16]1[CH:17]=[C:18]2[C:22](=[CH:23][CH:24]=1)[NH:21][C:20]1[C:25](=[O:26])[NH:27][CH2:28][CH2:29][C:30](=[O:32])[C:19]2=1. The yield is 0.970. (3) The reactants are Br[C:2]1[CH:9]=[CH:8][C:5]([CH:6]=[O:7])=[C:4]([O:10][C:11]([F:14])([F:13])[F:12])[CH:3]=1.[NH:15]1[CH2:20][CH2:19][O:18][CH2:17][CH2:16]1.C(O[Na])(C)(C)C.C1C=CC(P(C2C(C3C(P(C4C=CC=CC=4)C4C=CC=CC=4)=CC=C4C=3C=CC=C4)=C3C(C=CC=C3)=CC=2)C2C=CC=CC=2)=CC=1. The catalyst is O.C1C=CC(/C=C/C(/C=C/C2C=CC=CC=2)=O)=CC=1.C1C=CC(/C=C/C(/C=C/C2C=CC=CC=2)=O)=CC=1.C1C=CC(/C=C/C(/C=C/C2C=CC=CC=2)=O)=CC=1.[Pd].[Pd].C1(C)C=CC=CC=1. The product is [N:15]1([C:2]2[CH:9]=[CH:8][C:5]([CH:6]=[O:7])=[C:4]([O:10][C:11]([F:14])([F:13])[F:12])[CH:3]=2)[CH2:20][CH2:19][O:18][CH2:17][CH2:16]1. The yield is 0.100. (4) The reactants are Cl.[CH3:2][O:3][C:4]([C@@H:6]1[CH2:10][C@@H:9]([OH:11])[CH2:8][NH:7]1)=[O:5].C(N(CC)CC)C.[C:19](O[C:19]([O:21][C:22]([CH3:25])([CH3:24])[CH3:23])=[O:20])([O:21][C:22]([CH3:25])([CH3:24])[CH3:23])=[O:20]. The catalyst is C(Cl)Cl. The product is [CH3:2][O:3][C:4]([C@@H:6]1[CH2:10][C@@H:9]([OH:11])[CH2:8][N:7]1[C:19]([O:21][C:22]([CH3:25])([CH3:24])[CH3:23])=[O:20])=[O:5]. The yield is 0.890. (5) The reactants are C(N(CC)CC)C.[CH3:8][C:9]1([CH3:16])[C:13]([CH3:15])([CH3:14])[O:12][BH:11][O:10]1.[CH2:17]([N:21]1[CH2:26][C:25]2([CH2:31][CH2:30][N:29]([C:32]([O:34][C:35]([CH3:38])([CH3:37])[CH3:36])=[O:33])[CH2:28][CH2:27]2)[CH2:24][CH2:23][CH2:22]1)[CH2:18][C:19]#[CH:20]. The catalyst is ClCCl.[Cl-].[CH-]1C=CC=C1.[CH-]1C=CC=C1.[Zr+2]. The product is [CH3:8][C:9]1([CH3:16])[C:13]([CH3:15])([CH3:14])[O:12][B:11](/[CH:20]=[CH:19]/[CH2:18][CH2:17][N:21]2[CH2:26][C:25]3([CH2:27][CH2:28][N:29]([C:32]([O:34][C:35]([CH3:38])([CH3:37])[CH3:36])=[O:33])[CH2:30][CH2:31]3)[CH2:24][CH2:23][CH2:22]2)[O:10]1. The yield is 0.870.